Task: Regression. Given a peptide amino acid sequence and an MHC pseudo amino acid sequence, predict their binding affinity value. This is MHC class II binding data.. Dataset: Peptide-MHC class II binding affinity with 134,281 pairs from IEDB (1) The peptide sequence is GRIQDLEKYVEDTKI. The MHC is DRB1_1501 with pseudo-sequence DRB1_1501. The binding affinity (normalized) is 0.146. (2) The peptide sequence is LDYLRRMTVFLQGLM. The MHC is DRB5_0101 with pseudo-sequence DRB5_0101. The binding affinity (normalized) is 0.491.